This data is from NCI-60 drug combinations with 297,098 pairs across 59 cell lines. The task is: Regression. Given two drug SMILES strings and cell line genomic features, predict the synergy score measuring deviation from expected non-interaction effect. (1) Drug 1: CC1OCC2C(O1)C(C(C(O2)OC3C4COC(=O)C4C(C5=CC6=C(C=C35)OCO6)C7=CC(=C(C(=C7)OC)O)OC)O)O. Drug 2: C1=CC(=CC=C1C#N)C(C2=CC=C(C=C2)C#N)N3C=NC=N3. Cell line: M14. Synergy scores: CSS=6.83, Synergy_ZIP=-5.19, Synergy_Bliss=-1.10, Synergy_Loewe=-10.6, Synergy_HSA=-2.67. (2) Drug 1: C1CCC(C1)C(CC#N)N2C=C(C=N2)C3=C4C=CNC4=NC=N3. Drug 2: CC(C)(C#N)C1=CC(=CC(=C1)CN2C=NC=N2)C(C)(C)C#N. Cell line: NCI-H226. Synergy scores: CSS=5.53, Synergy_ZIP=-1.98, Synergy_Bliss=0.287, Synergy_Loewe=0.488, Synergy_HSA=0.277. (3) Drug 1: CC1=C(C(=CC=C1)Cl)NC(=O)C2=CN=C(S2)NC3=CC(=NC(=N3)C)N4CCN(CC4)CCO. Drug 2: C#CCC(CC1=CN=C2C(=N1)C(=NC(=N2)N)N)C3=CC=C(C=C3)C(=O)NC(CCC(=O)O)C(=O)O. Cell line: SF-268. Synergy scores: CSS=28.1, Synergy_ZIP=0.580, Synergy_Bliss=0.131, Synergy_Loewe=-7.14, Synergy_HSA=0.0376. (4) Drug 1: C1CN1C2=NC(=NC(=N2)N3CC3)N4CC4. Drug 2: COC1=C2C(=CC3=C1OC=C3)C=CC(=O)O2. Cell line: HCT116. Synergy scores: CSS=53.0, Synergy_ZIP=1.24, Synergy_Bliss=1.59, Synergy_Loewe=-7.57, Synergy_HSA=2.82. (5) Drug 1: CCN(CC)CCCC(C)NC1=C2C=C(C=CC2=NC3=C1C=CC(=C3)Cl)OC. Drug 2: C1CN(P(=O)(OC1)NCCCl)CCCl. Cell line: ACHN. Synergy scores: CSS=38.6, Synergy_ZIP=2.28, Synergy_Bliss=2.62, Synergy_Loewe=-17.8, Synergy_HSA=-0.955. (6) Drug 1: CCCCCOC(=O)NC1=NC(=O)N(C=C1F)C2C(C(C(O2)C)O)O. Drug 2: C1C(C(OC1N2C=NC(=NC2=O)N)CO)O. Cell line: TK-10. Synergy scores: CSS=7.75, Synergy_ZIP=-2.76, Synergy_Bliss=-1.42, Synergy_Loewe=-0.241, Synergy_HSA=-2.54.